Dataset: Peptide-MHC class I binding affinity with 185,985 pairs from IEDB/IMGT. Task: Regression. Given a peptide amino acid sequence and an MHC pseudo amino acid sequence, predict their binding affinity value. This is MHC class I binding data. (1) The peptide sequence is EVCQATSQY. The MHC is HLA-B44:02 with pseudo-sequence HLA-B44:02. The binding affinity (normalized) is 0.213. (2) The peptide sequence is MFLARAIVF. The MHC is HLA-A24:02 with pseudo-sequence HLA-A24:02. The binding affinity (normalized) is 0. (3) The peptide sequence is IFFASFYYI. The MHC is HLA-A24:02 with pseudo-sequence HLA-A24:02. The binding affinity (normalized) is 0.769. (4) The peptide sequence is IEDPPFNSL. The MHC is HLA-B51:01 with pseudo-sequence HLA-B51:01. The binding affinity (normalized) is 0. (5) The peptide sequence is TLKDGDFIL. The MHC is HLA-A69:01 with pseudo-sequence HLA-A69:01. The binding affinity (normalized) is 0.0847.